Dataset: Peptide-MHC class I binding affinity with 185,985 pairs from IEDB/IMGT. Task: Regression. Given a peptide amino acid sequence and an MHC pseudo amino acid sequence, predict their binding affinity value. This is MHC class I binding data. The peptide sequence is NHINVELEL. The MHC is Mamu-A07 with pseudo-sequence Mamu-A07. The binding affinity (normalized) is 0.750.